This data is from Catalyst prediction with 721,799 reactions and 888 catalyst types from USPTO. The task is: Predict which catalyst facilitates the given reaction. (1) Reactant: [ClH:1].[N+](=[CH:4][C:5](=[O:16])[C@H:6]([NH:8][C:9](=[O:15])[O:10][C:11]([CH3:14])([CH3:13])[CH3:12])[CH3:7])=[N-]. Product: [Cl:1][CH2:4][C:5](=[O:16])[C@H:6]([NH:8][C:9](=[O:15])[O:10][C:11]([CH3:14])([CH3:13])[CH3:12])[CH3:7]. The catalyst class is: 27. (2) Reactant: [CH3:1][NH:2][C:3]([C:5]1[C:9]2[CH:10]=[C:11](B3OC(C)(C)C(C)(C)O3)[C:12]([N:14]([CH3:19])[S:15]([CH3:18])(=[O:17])=[O:16])=[CH:13][C:8]=2[O:7][C:6]=1[N:29]1[CH:34]=[CH:33][C:32]([CH3:35])=[CH:31][C:30]1=[O:36])=[O:4].Cl[C:38]1[CH:47]=[CH:46][C:45]2[CH2:44][CH2:43][N:42]3[C:48]4[CH:49]=[CH:50][CH:51]=[C:52]([F:55])[C:53]=4[CH:54]=[C:41]3[C:40]=2[N:39]=1.C([O-])([O-])=O.[K+].[K+].CC(C1C=C(C(C)C)C(C2C=CC=CC=2P(C2CCCCC2)C2CCCCC2)=C(C(C)C)C=1)C. Product: [F:55][C:52]1[C:53]2[CH:54]=[C:41]3[C:40]4[N:39]=[C:38]([C:11]5[C:12]([N:14]([CH3:19])[S:15]([CH3:18])(=[O:16])=[O:17])=[CH:13][C:8]6[O:7][C:6]([N:29]7[CH:34]=[CH:33][C:32]([CH3:35])=[CH:31][C:30]7=[O:36])=[C:5]([C:3]([NH:2][CH3:1])=[O:4])[C:9]=6[CH:10]=5)[CH:47]=[CH:46][C:45]=4[CH2:44][CH2:43][N:42]3[C:48]=2[CH:49]=[CH:50][CH:51]=1. The catalyst class is: 333. (3) Reactant: [F:1][C:2]1[C:7]([F:8])=[CH:6][C:5]([F:9])=[C:4]([F:10])[C:3]=1[NH:11][C:12]1[CH:17]=[CH:16][C:15]([CH2:18][CH3:19])=[CH:14][CH:13]=1.[Cl:20][CH2:21][C:22](Cl)=[O:23].O1CCCC1.C(=O)(O)[O-].[Na+]. Product: [F:1][C:2]1[C:7]([F:8])=[CH:6][C:5]([F:9])=[C:4]([F:10])[C:3]=1[N:11]([C:22](=[O:23])[CH2:21][Cl:20])[C:12]1[CH:17]=[CH:16][C:15]([CH2:18][CH3:19])=[CH:14][CH:13]=1. The catalyst class is: 11. (4) Reactant: [CH2:1]([N:8]1[C:12](=[O:13])[CH2:11][NH:10][C:9]1([CH3:15])[CH3:14])[C:2]1[CH:7]=[CH:6][CH:5]=[CH:4][CH:3]=1.[CH2:16]([O:23][C:24](Cl)=[O:25])[C:17]1[CH:22]=[CH:21][CH:20]=[CH:19][CH:18]=1.OS([O-])(=O)=O.[K+].CCOCC. Product: [CH2:1]([N:8]1[C:12](=[O:13])[CH2:11][N:10]([C:24]([O:23][CH2:16][C:17]2[CH:22]=[CH:21][CH:20]=[CH:19][CH:18]=2)=[O:25])[C:9]1([CH3:15])[CH3:14])[C:2]1[CH:3]=[CH:4][CH:5]=[CH:6][CH:7]=1. The catalyst class is: 172.